This data is from Full USPTO retrosynthesis dataset with 1.9M reactions from patents (1976-2016). The task is: Predict the reactants needed to synthesize the given product. Given the product [C:10]1(=[O:19])[C:11]2[C:16](=[CH:15][CH:14]=[CH:13][CH:12]=2)[C:17](=[O:18])[NH:9]1, predict the reactants needed to synthesize it. The reactants are: CN1CCNCC1C[N:9]1[C:17](=[O:18])[C:16]2[C:11](=[CH:12][CH:13]=[CH:14][CH:15]=2)[C:10]1=[O:19].CC1SC2NC3C=CC=CC=3N=C(N)C=2C=1.C(N(C(C)C)CC)(C)C.